From a dataset of Forward reaction prediction with 1.9M reactions from USPTO patents (1976-2016). Predict the product of the given reaction. (1) Given the reactants Cl.[NH:2]1[CH2:7][CH2:6][C:5]([CH2:14][CH2:15][C:16]([O:18][CH3:19])=[O:17])([CH2:8][CH2:9][C:10]([O:12][CH3:13])=[O:11])[CH2:4][CH2:3]1.[CH3:20][C:21]([O:24][C:25](O[C:25]([O:24][C:21]([CH3:23])([CH3:22])[CH3:20])=[O:26])=[O:26])([CH3:23])[CH3:22], predict the reaction product. The product is: [C:21]([O:24][C:25]([N:2]1[CH2:3][CH2:4][C:5]([CH2:8][CH2:9][C:10]([O:12][CH3:13])=[O:11])([CH2:14][CH2:15][C:16]([O:18][CH3:19])=[O:17])[CH2:6][CH2:7]1)=[O:26])([CH3:23])([CH3:22])[CH3:20]. (2) Given the reactants Cl[C:2]1[CH:3]=[C:4]([C:16]([NH:18][CH2:19][C:20]2[C:21](=[O:28])[NH:22][C:23]([CH3:27])=[CH:24][C:25]=2[CH3:26])=[O:17])[C:5]2[C:10]([CH3:11])=[N:9][N:8]([C:12]([CH3:15])([CH3:14])[CH3:13])[C:6]=2[N:7]=1.CC1(C)C(C)(C)OB([C:37]2[CH:46]=[CH:45][C:40]3[NH:41][C:42](=[O:44])[NH:43][C:39]=3[CH:38]=2)O1.COCCOC.C(=O)([O-])[O-].[Na+].[Na+], predict the reaction product. The product is: [CH3:13][C:12]([N:8]1[C:6]2[N:7]=[C:2]([C:37]3[CH:46]=[CH:45][C:40]4[NH:41][C:42](=[O:44])[NH:43][C:39]=4[CH:38]=3)[CH:3]=[C:4]([C:16]([NH:18][CH2:19][C:20]3[C:21](=[O:28])[NH:22][C:23]([CH3:27])=[CH:24][C:25]=3[CH3:26])=[O:17])[C:5]=2[C:10]([CH3:11])=[N:9]1)([CH3:14])[CH3:15]. (3) Given the reactants C1N=CN([C:6](N2C=NC=C2)=[O:7])C=1.C([N:20](CC1C=CC=CC=1)[C:21]1[C:26]([NH2:27])=[C:25]([NH:28][CH2:29][C:30]2[CH:31]=[N:32][C:33]([CH3:36])=[CH:34][CH:35]=2)[CH:24]=[C:23]([C:37]2[O:38][CH:39]=[CH:40][N:41]=2)[N:22]=1)C1C=CC=CC=1, predict the reaction product. The product is: [NH2:20][C:21]1[C:26]2[NH:27][C:6](=[O:7])[N:28]([CH2:29][C:30]3[CH:31]=[N:32][C:33]([CH3:36])=[CH:34][CH:35]=3)[C:25]=2[CH:24]=[C:23]([C:37]2[O:38][CH:39]=[CH:40][N:41]=2)[N:22]=1.